Task: Predict the reaction yield, written as a fraction of the theoretical maximum amount of product (1.0 means a 100% yield; for example, 0.34 means a 34% yield).. Dataset: Reaction yield outcomes from USPTO patents with 853,638 reactions (1) The product is [F:35][C:31]1[CH:30]=[C:29]([CH:34]=[CH:33][CH:32]=1)[CH2:28][N:26]1[CH:27]=[C:23]([C:22]2[C:16]3[C:17](=[N:18][CH:19]=[C:14]([C:11]4[CH:12]=[CH:13][C:8]([N:1]5[CH2:7][CH2:6][CH2:5][N:4]([CH2:46][C@@H:47]([OH:48])[CH3:49])[CH2:3][CH2:2]5)=[CH:9][CH:10]=4)[CH:15]=3)[N:20]([S:36]([C:39]3[CH:40]=[CH:41][C:42]([CH3:43])=[CH:44][CH:45]=3)(=[O:38])=[O:37])[CH:21]=2)[CH:24]=[N:25]1. The reactants are [N:1]1([C:8]2[CH:13]=[CH:12][C:11]([C:14]3[CH:15]=[C:16]4[C:22]([C:23]5[CH:24]=[N:25][N:26]([CH2:28][C:29]6[CH:34]=[CH:33][CH:32]=[C:31]([F:35])[CH:30]=6)[CH:27]=5)=[CH:21][N:20]([S:36]([C:39]5[CH:45]=[CH:44][C:42]([CH3:43])=[CH:41][CH:40]=5)(=[O:38])=[O:37])[C:17]4=[N:18][CH:19]=3)=[CH:10][CH:9]=2)[CH2:7][CH2:6][CH2:5][NH:4][CH2:3][CH2:2]1.[CH3:46][C@H:47]1[CH2:49][O:48]1.CCN(C(C)C)C(C)C. The catalyst is C(O)C. The yield is 0.917. (2) The yield is 0.710. The reactants are [CH3:1][O:2][CH2:3][CH2:4][O:5][CH2:6][C:7]([C:10]1[CH:15]=[CH:14][C:13]([NH2:16])=[CH:12][CH:11]=1)([CH3:9])[CH3:8].[N+:17]([O-])([O-:19])=[O:18].[K+]. The product is [CH3:1][O:2][CH2:3][CH2:4][O:5][CH2:6][C:7]([C:10]1[CH:15]=[CH:14][C:13]([NH2:16])=[CH:12][C:11]=1[N+:17]([O-:19])=[O:18])([CH3:9])[CH3:8]. The catalyst is OS(O)(=O)=O.